Dataset: Full USPTO retrosynthesis dataset with 1.9M reactions from patents (1976-2016). Task: Predict the reactants needed to synthesize the given product. (1) Given the product [Br:21][C:3]1[CH:4]=[C:5]2[C:9](=[CH:10][C:2]=1[F:1])[NH:8][C:7](=[O:11])[C:6]2([CH3:13])[CH3:12], predict the reactants needed to synthesize it. The reactants are: [F:1][C:2]1[CH:10]=[C:9]2[C:5]([C:6]([CH3:13])([CH3:12])[C:7](=[O:11])[NH:8]2)=[CH:4][CH:3]=1.C1C(=O)N([Br:21])C(=O)C1. (2) The reactants are: Br[C:2]1[CH:7]=[CH:6][C:5]([S:8]([NH:11][C:12]2[N:13]=[CH:14][C:15]3[C:20]([C:21]=2[CH:22]2[CH2:24][CH2:23]2)=[CH:19][CH:18]=[CH:17][CH:16]=3)(=[O:10])=[O:9])=[CH:4][C:3]=1F.C(=O)([O-])[O-].[K+].[K+].[F:32][C:33]([F:44])([F:43])[O:34][C:35]1[CH:42]=[CH:41][C:38]([CH2:39]Br)=[CH:37][CH:36]=1.[C:45]([O:48][CH2:49]C)(=[O:47])[CH3:46]. Given the product [CH:22]1([C:21]2[C:20]3[C:15](=[CH:16][CH:17]=[CH:18][CH:19]=3)[CH:14]=[N:13][C:12]=2[N:11]([CH2:39][C:38]2[CH:41]=[CH:42][C:35]([O:34][C:33]([F:44])([F:43])[F:32])=[CH:36][CH:37]=2)[S:8]([C:5]2[CH:6]=[CH:7][C:46]([C:45]([O:48][CH3:49])=[O:47])=[C:3]([CH3:2])[CH:4]=2)(=[O:9])=[O:10])[CH2:24][CH2:23]1, predict the reactants needed to synthesize it. (3) Given the product [CH:1]1([CH2:4][O:5][C:6]2[N:11]=[C:10]([C:12]([NH:29][C:24]([CH2:27][CH3:28])([CH2:25][CH3:26])[C:23]([OH:30])=[O:22])=[O:14])[CH:9]=[CH:8][C:7]=2[N:15]2[CH2:18][C:17]([F:20])([F:19])[CH2:16]2)[CH2:2][CH2:3]1, predict the reactants needed to synthesize it. The reactants are: [CH:1]1([CH2:4][O:5][C:6]2[N:11]=[C:10]([C:12]([OH:14])=O)[CH:9]=[CH:8][C:7]=2[N:15]2[CH2:18][C:17]([F:20])([F:19])[CH2:16]2)[CH2:3][CH2:2]1.C[O:22][C:23](=[O:30])[C:24]([NH2:29])([CH2:27][CH3:28])[CH2:25][CH3:26]. (4) Given the product [CH3:40][O:41][C:42](=[O:45])[CH2:43][NH:44][C:12]([C:15]1[N:16]=[C:17]([CH:23]2[CH2:31][C:30]3[C:25](=[CH:26][CH:27]=[CH:28][CH:29]=3)[N:24]2[C:32]([O:34][C:35]([CH3:36])([CH3:38])[CH3:37])=[O:33])[NH:18][C:19]=1[CH2:20][CH2:21][CH3:22])=[O:13], predict the reactants needed to synthesize it. The reactants are: O.ON1C2C=CC=CC=2N=N1.[C:12]([C:15]1[N:16]=[C:17]([CH:23]2[CH2:31][C:30]3[C:25](=[CH:26][CH:27]=[CH:28][CH:29]=3)[N:24]2[C:32]([O:34][C:35]([CH3:38])([CH3:37])[CH3:36])=[O:33])[NH:18][C:19]=1[CH2:20][CH2:21][CH3:22])(O)=[O:13].Cl.[CH3:40][O:41][C:42](=[O:45])[CH2:43][NH2:44].Cl.C(C(NCCCN(C)C)=N)C.CN1CCOCC1. (5) Given the product [F:1][C:2]1[CH:10]=[CH:9][C:8]([N+:11]([O-:13])=[O:12])=[C:7]2[C:3]=1[CH:4]=[C:5]([C:14]([O:16][CH2:17][CH3:18])=[O:15])[N:6]2[CH2:26][O:27][CH3:28], predict the reactants needed to synthesize it. The reactants are: [F:1][C:2]1[CH:10]=[CH:9][C:8]([N+:11]([O-:13])=[O:12])=[C:7]2[C:3]=1[CH:4]=[C:5]([C:14]([O:16][CH2:17][CH3:18])=[O:15])[NH:6]2.[H-].[Na+].CN(C)C=O.[CH3:26][O:27][CH2:28]Cl. (6) Given the product [CH3:6][O:7][C:8]([C:9]1[N:14]2[CH:15]=[C:16]([F:19])[CH:17]=[CH:18][C:13]2=[CH:12][N:11]=1)=[O:20], predict the reactants needed to synthesize it. The reactants are: P(Cl)(Cl)(Cl)=O.[CH3:6][O:7][C:8](=[O:20])[C:9]([NH:11][CH2:12][C:13]1[CH:18]=[CH:17][C:16]([F:19])=[CH:15][N:14]=1)=O. (7) Given the product [CH3:24][N:21]1[CH2:20][CH:19]=[C:18]([C:10]2[CH:9]=[C:8]([NH2:7])[CH:13]=[C:12]([C:14]([F:15])([F:16])[F:17])[CH:11]=2)[CH2:23][CH2:22]1, predict the reactants needed to synthesize it. The reactants are: [H-].[H-].[H-].[H-].[Li+].[Al+3].[NH2:7][C:8]1[CH:9]=[C:10]([C:18]2[CH2:23][CH2:22][N:21]([C:24](OC(C)(C)C)=O)[CH2:20][CH:19]=2)[CH:11]=[C:12]([C:14]([F:17])([F:16])[F:15])[CH:13]=1.O.[OH-].[Na+]. (8) Given the product [C:1]1([N:7]2[CH:11]=[CH:10][C:9]([N:12]([C:24]3[CH:29]=[CH:28][CH:27]=[C:26]([C:30]4[CH:31]=[CH:32][CH:33]=[CH:34][CH:35]=4)[N:25]=3)[C:13]3[CH:14]=[CH:15][C:16]([C:19]([CH3:22])([CH3:21])[CH3:20])=[CH:17][CH:18]=3)=[N:8]2)[CH:6]=[CH:5][CH:4]=[CH:3][CH:2]=1, predict the reactants needed to synthesize it. The reactants are: [C:1]1([N:7]2[CH:11]=[CH:10][C:9]([NH:12][C:13]3[CH:18]=[CH:17][C:16]([C:19]([CH3:22])([CH3:21])[CH3:20])=[CH:15][CH:14]=3)=[N:8]2)[CH:6]=[CH:5][CH:4]=[CH:3][CH:2]=1.Br[C:24]1[CH:29]=[CH:28][CH:27]=[C:26]([C:30]2[CH:35]=[CH:34][CH:33]=[CH:32][CH:31]=2)[N:25]=1.CC(C)([O-])C.[Na+].C(P(C(C)(C)C)C1(C)CC1(C1C=CC=CC=1)C1C=CC=CC=1)(C)(C)C.[Cl-].[NH4+].